From a dataset of Full USPTO retrosynthesis dataset with 1.9M reactions from patents (1976-2016). Predict the reactants needed to synthesize the given product. Given the product [Cl:1][C:2]1[CH:7]=[C:6]([C:8]([Cl:16])([F:10])[F:9])[N:5]=[CH:4][N:3]=1, predict the reactants needed to synthesize it. The reactants are: [Cl:1][C:2]1[CH:7]=[C:6]([CH:8]([F:10])[F:9])[N:5]=[CH:4][N:3]=1.C(O[Cl:16])(C)(C)C.